Task: Regression. Given two drug SMILES strings and cell line genomic features, predict the synergy score measuring deviation from expected non-interaction effect.. Dataset: NCI-60 drug combinations with 297,098 pairs across 59 cell lines Drug 1: CC1=C(C(CCC1)(C)C)C=CC(=CC=CC(=CC(=O)O)C)C. Drug 2: CC(C)(C#N)C1=CC(=CC(=C1)CN2C=NC=N2)C(C)(C)C#N. Cell line: NCIH23. Synergy scores: CSS=2.29, Synergy_ZIP=4.50, Synergy_Bliss=2.42, Synergy_Loewe=-1.47, Synergy_HSA=-1.54.